Dataset: NCI-60 drug combinations with 297,098 pairs across 59 cell lines. Task: Regression. Given two drug SMILES strings and cell line genomic features, predict the synergy score measuring deviation from expected non-interaction effect. (1) Drug 1: CCC1=CC2CC(C3=C(CN(C2)C1)C4=CC=CC=C4N3)(C5=C(C=C6C(=C5)C78CCN9C7C(C=CC9)(C(C(C8N6C)(C(=O)OC)O)OC(=O)C)CC)OC)C(=O)OC.C(C(C(=O)O)O)(C(=O)O)O. Drug 2: CC1=C(C(=O)C2=C(C1=O)N3CC4C(C3(C2COC(=O)N)OC)N4)N. Cell line: RXF 393. Synergy scores: CSS=25.5, Synergy_ZIP=7.24, Synergy_Bliss=6.63, Synergy_Loewe=-8.12, Synergy_HSA=4.39. (2) Drug 1: C1=CN(C=N1)CC(O)(P(=O)(O)O)P(=O)(O)O. Drug 2: CN(CCCl)CCCl.Cl. Cell line: ACHN. Synergy scores: CSS=15.6, Synergy_ZIP=13.8, Synergy_Bliss=19.7, Synergy_Loewe=-12.8, Synergy_HSA=-2.23. (3) Drug 1: CS(=O)(=O)OCCCCOS(=O)(=O)C. Drug 2: CC(C)NC(=O)C1=CC=C(C=C1)CNNC.Cl. Cell line: DU-145. Synergy scores: CSS=8.81, Synergy_ZIP=3.97, Synergy_Bliss=12.8, Synergy_Loewe=6.23, Synergy_HSA=6.03.